This data is from Catalyst prediction with 721,799 reactions and 888 catalyst types from USPTO. The task is: Predict which catalyst facilitates the given reaction. (1) Product: [OH:18][C@@H:19]1[CH2:24][O:23][C@@H:22]([CH3:25])[O:21][C@H:20]1[CH2:26][N:27]([CH2:42][C@H:43]1[C@H:48]([OH:49])[CH2:47][O:46][C@@H:45]([CH3:50])[O:44]1)[CH2:28][CH2:29][O:30][C:31]1[CH:32]=[CH:33][C:34]([CH2:37][CH2:38][CH2:39][CH2:40][NH:41][C:14]([NH:13][C:11]([C:4]2[C:3]([NH2:2])=[N:8][C:7]([NH2:9])=[C:6]([Cl:10])[N:5]=2)=[O:12])=[NH:17])=[CH:35][CH:36]=1. Reactant: I.[NH2:2][C:3]1[C:4]([C:11]([NH:13][C:14](=[NH:17])SC)=[O:12])=[N:5][C:6]([Cl:10])=[C:7]([NH2:9])[N:8]=1.[OH:18][C@@H:19]1[CH2:24][O:23][C@@H:22]([CH3:25])[O:21][C@H:20]1[CH2:26][N:27]([CH2:42][C@H:43]1[C@H:48]([OH:49])[CH2:47][O:46][C@@H:45]([CH3:50])[O:44]1)[CH2:28][CH2:29][O:30][C:31]1[CH:36]=[CH:35][C:34]([CH2:37][CH2:38][CH2:39][CH2:40][NH2:41])=[CH:33][CH:32]=1. The catalyst class is: 1. (2) The catalyst class is: 89. Reactant: C(OC([N:8]1[CH2:13][CH2:12][CH:11]([NH:14][C:15]2[N:20]=[C:19]([C:21]([F:24])([F:23])[F:22])[C:18]([C:25](=[O:34])[NH:26][C:27]3[CH:32]=[CH:31][C:30]([Cl:33])=[CH:29][CH:28]=3)=[CH:17][N:16]=2)[CH2:10][CH2:9]1)=O)(C)(C)C. Product: [ClH:33].[ClH:33].[Cl:33][C:30]1[CH:31]=[CH:32][C:27]([NH:26][C:25]([C:18]2[C:19]([C:21]([F:22])([F:23])[F:24])=[N:20][C:15]([NH:14][CH:11]3[CH2:12][CH2:13][NH:8][CH2:9][CH2:10]3)=[N:16][CH:17]=2)=[O:34])=[CH:28][CH:29]=1. (3) Reactant: [CH2:1]([OH:6])[C@@H:2]([OH:5])[CH:3]=O.C(O)(=O)C.[CH2:11]([NH:14][C:15]1[C:20]([C:21]#[N:22])=[CH:19][C:18]([C:23]2[O:27][N:26]=[C:25]([C:28]3[CH:38]=[CH:37][C:31]4[CH2:32][CH2:33][NH:34][CH2:35][CH2:36][C:30]=4[CH:29]=3)[N:24]=2)=[CH:17][N:16]=1)[CH2:12][CH3:13].C(O[BH-](OC(=O)C)OC(=O)C)(=O)C.[Na+].C(=O)([O-])O.[Na+]. Product: [OH:5][C@H:2]([CH2:1][OH:6])[CH2:3][N:34]1[CH2:33][CH2:32][C:31]2[CH:37]=[CH:38][C:28]([C:25]3[N:24]=[C:23]([C:18]4[CH:19]=[C:20]([C:21]#[N:22])[C:15]([NH:14][CH2:11][CH2:12][CH3:13])=[N:16][CH:17]=4)[O:27][N:26]=3)=[CH:29][C:30]=2[CH2:36][CH2:35]1. The catalyst class is: 2. (4) Reactant: C(OC(=O)[NH:7][C@H:8]([C:19](=[S:21])[NH2:20])[CH2:9][C:10]1[CH:15]=[CH:14][C:13]([N+:16]([O-:18])=[O:17])=[CH:12][CH:11]=1)(C)(C)C.Br[CH2:24][C:25](=O)[CH2:26][CH3:27].C(OCC)C. Product: [CH2:26]([C:25]1[N:20]=[C:19]([C@@H:8]([NH2:7])[CH2:9][C:10]2[CH:11]=[CH:12][C:13]([N+:16]([O-:18])=[O:17])=[CH:14][CH:15]=2)[S:21][CH:24]=1)[CH3:27]. The catalyst class is: 23. (5) Reactant: [Cl:1][C:2]1[CH:7]=[CH:6][CH:5]=[C:4]([CH3:8])[C:3]=1[NH:9][C:10]1[NH:11][C:12]2[C:18]3[CH2:19][C:20]([CH3:23])([CH3:22])[O:21][C:17]=3[C:16]([C:24](OC)=[O:25])=[CH:15][C:13]=2[N:14]=1.[F:28][C:29]1[C:35]([C:36]([F:39])([F:38])[F:37])=[CH:34][CH:33]=[CH:32][C:30]=1[NH2:31].C[Al](C)C. Product: [Cl:1][C:2]1[CH:7]=[CH:6][CH:5]=[C:4]([CH3:8])[C:3]=1[NH:9][C:10]1[NH:11][C:12]2[C:18]3[CH2:19][C:20]([CH3:23])([CH3:22])[O:21][C:17]=3[C:16]([C:24]([NH:31][C:30]3[CH:32]=[CH:33][CH:34]=[C:35]([C:36]([F:37])([F:38])[F:39])[C:29]=3[F:28])=[O:25])=[CH:15][C:13]=2[N:14]=1. The catalyst class is: 11. (6) Reactant: [CH2:1]([C:8]([CH2:33][CH3:34])=[C:9]([C:16]1[CH:21]=[CH:20][C:19]([NH:22][CH2:23][CH2:24][CH2:25][O:26][CH:27]2[CH2:32][CH2:31][CH2:30][CH2:29][O:28]2)=[CH:18][CH:17]=1)[C:10]1[CH:15]=[CH:14][CH:13]=[CH:12][CH:11]=1)[C:2]1[CH:7]=[CH:6][CH:5]=[CH:4][CH:3]=1.C(N(CC)CC)C.[CH2:42]([O:44][C:45](Cl)=[O:46])[CH3:43]. Product: [CH2:42]([O:44][C:45](=[O:46])[N:22]([C:19]1[CH:18]=[CH:17][C:16]([C:9]([C:10]2[CH:15]=[CH:14][CH:13]=[CH:12][CH:11]=2)=[C:8]([CH2:1][C:2]2[CH:7]=[CH:6][CH:5]=[CH:4][CH:3]=2)[CH2:33][CH3:34])=[CH:21][CH:20]=1)[CH2:23][CH2:24][CH2:25][O:26][CH:27]1[CH2:32][CH2:31][CH2:30][CH2:29][O:28]1)[CH3:43]. The catalyst class is: 2. (7) Reactant: Cl[C:2]1[CH:7]=[C:6]([Cl:8])[N:5]=[C:4]([CH:9]2[CH2:14][CH2:13][CH2:12][CH2:11][CH2:10]2)[N:3]=1.[F:15][C:16]1[CH:17]=[C:18]2[C:24]([NH2:25])=[N:23][NH:22][C:19]2=[N:20][CH:21]=1.C1COCC1.C[Si]([N-][Si](C)(C)C)(C)C.[Li+]. Product: [Cl:8][C:6]1[N:5]=[C:4]([CH:9]2[CH2:14][CH2:13][CH2:12][CH2:11][CH2:10]2)[N:3]=[C:2]([NH:25][C:24]2[C:18]3[C:19](=[N:20][CH:21]=[C:16]([F:15])[CH:17]=3)[NH:22][N:23]=2)[CH:7]=1. The catalyst class is: 6. (8) Reactant: [CH:1]#[C:2][CH2:3][NH:4][C@H:5]1[C:9]2[CH:10]=[CH:11][CH:12]=[CH:13][C:8]=2[CH2:7][CH2:6]1.[C:14]([OH:21])(=[O:20])/[CH:15]=[CH:16]\[C:17]([OH:19])=[O:18]. Product: [CH:1]#[C:2][CH2:3][NH:4][C@H:5]1[C:9]2[CH:10]=[CH:11][CH:12]=[CH:13][C:8]=2[CH2:7][CH2:6]1.[C:14]([O-:21])(=[O:20])/[CH:15]=[CH:16]\[C:17]([O-:19])=[O:18]. The catalyst class is: 41. (9) Product: [CH2:1]([C:3]1([C:35]([OH:37])=[O:36])[CH2:8][CH2:7][N:6]([C:9]2[S:10][CH:11]=[C:12]([C:14]3[CH:15]=[C:16]([C:29]4[CH:34]=[CH:33][CH:32]=[CH:31][N:30]=4)[C:17]4[S:21][C:20]([NH:22][C:23](=[O:27])[NH:24][CH2:25][CH3:26])=[N:19][C:18]=4[CH:28]=3)[N:13]=2)[CH2:5][CH2:4]1)[CH3:2]. Reactant: [CH2:1]([C:3]1([C:35]([O:37]CC)=[O:36])[CH2:8][CH2:7][N:6]([C:9]2[S:10][CH:11]=[C:12]([C:14]3[CH:15]=[C:16]([C:29]4[CH:34]=[CH:33][CH:32]=[CH:31][N:30]=4)[C:17]4[S:21][C:20]([NH:22][C:23](=[O:27])[NH:24][CH2:25][CH3:26])=[N:19][C:18]=4[CH:28]=3)[N:13]=2)[CH2:5][CH2:4]1)[CH3:2].[OH-].[Na+]. The catalyst class is: 14. (10) Reactant: Cl[C:2]1[C:3]2[CH2:11][N:10]([C:12]3[CH:19]=[CH:18][C:17]([CH3:20])=[CH:16][C:13]=3[C:14]#[N:15])[CH2:9][CH2:8][C:4]=2[N:5]=[CH:6][N:7]=1.[CH3:21][C:22]1[N:27]=[CH:26][C:25]([CH2:28][NH2:29])=[CH:24][N:23]=1.C(N(CC)C(C)C)(C)C. Product: [CH3:20][C:17]1[CH:18]=[CH:19][C:12]([N:10]2[CH2:9][CH2:8][C:4]3[N:5]=[CH:6][N:7]=[C:2]([NH:29][CH2:28][C:25]4[CH:24]=[N:23][C:22]([CH3:21])=[N:27][CH:26]=4)[C:3]=3[CH2:11]2)=[C:13]([CH:16]=1)[C:14]#[N:15]. The catalyst class is: 10.